This data is from Full USPTO retrosynthesis dataset with 1.9M reactions from patents (1976-2016). The task is: Predict the reactants needed to synthesize the given product. (1) Given the product [NH2:39][C:5]1[CH:4]=[CH:3][C:2]([F:1])=[CH:7][C:6]=1[NH:8][C:9]1[C:17]2[O:16][CH2:15][C@H:14]([N:18]([C:33](=[O:38])[C:34]([F:36])([F:37])[F:35])[C:19]3[CH:32]=[CH:31][C:22]4[C@H:23]([CH2:26][C:27]([O:29][CH3:30])=[O:28])[CH2:24][O:25][C:21]=4[CH:20]=3)[C:13]=2[CH:12]=[CH:11][CH:10]=1, predict the reactants needed to synthesize it. The reactants are: [F:1][C:2]1[CH:3]=[CH:4][C:5]([N+:39]([O-])=O)=[C:6]([NH:8][C:9]2[C:17]3[O:16][CH2:15][C@H:14]([N:18]([C:33](=[O:38])[C:34]([F:37])([F:36])[F:35])[C:19]4[CH:32]=[CH:31][C:22]5[C@H:23]([CH2:26][C:27]([O:29][CH3:30])=[O:28])[CH2:24][O:25][C:21]=5[CH:20]=4)[C:13]=3[CH:12]=[CH:11][CH:10]=2)[CH:7]=1. (2) Given the product [Cl:1][C:2]1[N:7]=[C:6]([NH:30][C:19]2[CH:20]=[CH:21][C:22]([N:24]3[CH2:25][CH2:26][O:27][CH2:28][CH2:29]3)=[CH:23][C:18]=2[O:17][CH3:16])[C:5]([Cl:9])=[CH:4][N:3]=1, predict the reactants needed to synthesize it. The reactants are: [Cl:1][C:2]1[N:7]=[C:6](Cl)[C:5]([Cl:9])=[CH:4][N:3]=1.C(=O)([O-])[O-].[K+].[K+].[CH3:16][O:17][C:18]1[CH:23]=[C:22]([N:24]2[CH2:29][CH2:28][O:27][CH2:26][CH2:25]2)[CH:21]=[CH:20][C:19]=1[NH2:30].